This data is from Catalyst prediction with 721,799 reactions and 888 catalyst types from USPTO. The task is: Predict which catalyst facilitates the given reaction. (1) Product: [CH3:14][C:10]1([CH3:13])[O:9][C:8]2[CH:15]=[CH:16][C:5]([C@@H:3]([OH:4])[CH2:2][NH:1][CH2:27][CH2:28][CH2:29][CH2:30][CH2:31][CH2:32][O:33][CH2:34][CH2:35][CH2:36][CH2:37][C:38]3[CH:47]=[C:46]4[C:41]([CH2:42][CH2:43][CH2:44][S:45]4(=[O:49])=[O:48])=[CH:40][CH:39]=3)=[CH:6][C:7]=2[CH2:12][O:11]1. The catalyst class is: 213. Reactant: [NH2:1][CH2:2][C@@H:3]([C:5]1[CH:16]=[CH:15][C:8]2[O:9][C:10]([CH3:14])([CH3:13])[O:11][CH2:12][C:7]=2[CH:6]=1)[OH:4].C(N(C(C)C)CC)(C)C.Br[CH2:27][CH2:28][CH2:29][CH2:30][CH2:31][CH2:32][O:33][CH2:34][CH2:35][CH2:36][CH2:37][C:38]1[CH:47]=[C:46]2[C:41]([CH2:42][CH2:43][CH2:44][S:45]2(=[O:49])=[O:48])=[CH:40][CH:39]=1. (2) The catalyst class is: 26. Reactant: [F:1][C:2]1[CH:24]=[CH:23][CH:22]=[C:21]([F:25])[C:3]=1[C:4]([NH:6][C:7]1[C:8]([C:12]2[NH:13][C:14]3[CH2:19][CH2:18][NH:17][CH2:16][C:15]=3[N:20]=2)=[N:9][NH:10][CH:11]=1)=[O:5].[CH:26](=O)[CH3:27].C(O)(=O)C.C(O[BH-](OC(=O)C)OC(=O)C)(=O)C.[Na+]. Product: [CH2:26]([N:17]1[CH2:18][CH2:19][C:14]2[NH:13][C:12]([C:8]3[C:7]([NH:6][C:4](=[O:5])[C:3]4[C:2]([F:1])=[CH:24][CH:23]=[CH:22][C:21]=4[F:25])=[CH:11][NH:10][N:9]=3)=[N:20][C:15]=2[CH2:16]1)[CH3:27]. (3) Reactant: C(OC(=O)C)C.[CH2:7]([O:9][C:10]1[N:15]=[CH:14][C:13]([S:16]([N:19]2[CH2:24][CH2:23][N:22]([CH2:25][CH3:26])[CH2:21][CH2:20]2)(=[O:18])=[O:17])=[CH:12][C:11]=1[C:27]1[NH:28][C:29](=[O:42])[C:30]2[C:31](=[C:33]([CH2:40][CH3:41])[N:34]([CH2:36][CH2:37][O:38][CH3:39])[N:35]=2)[N:32]=1)[CH3:8].O. Product: [CH2:7]([O:9][C:10]1[N:15]=[CH:14][C:13]([S:16]([N:19]2[CH2:24][CH2:23][N:22]([CH2:25][CH3:26])[CH2:21][CH2:20]2)(=[O:17])=[O:18])=[CH:12][C:11]=1[C:27]1[NH:28][C:29](=[O:42])[C:30]2[C:31](=[C:33]([CH2:40][CH3:41])[N:34]([CH2:36][CH2:37][O:38][CH3:39])[N:35]=2)[N:32]=1)[CH3:8]. The catalyst class is: 8. (4) Reactant: [CH:11]([O:10]B([O:10][CH:11]([CH3:13])[CH3:12])[O:10][CH:11]([CH3:13])[CH3:12])([CH3:13])[CH3:12].CB1OB(C)O[B:17]([CH3:22])O1. Product: [CH:11]([O:10][CH:22]([BH2:17])[O:10][CH:11]([CH3:12])[CH3:13])([CH3:13])[CH3:12]. The catalyst class is: 1.